Predict the reaction yield, written as a fraction of the theoretical maximum amount of product (1.0 means a 100% yield; for example, 0.34 means a 34% yield). From a dataset of Reaction yield outcomes from USPTO patents with 853,638 reactions. (1) The reactants are [NH2:1][C:2]1[N:10]=[C:9]([C:11]([F:14])([F:13])[F:12])[CH:8]=[CH:7][C:3]=1[C:4]([OH:6])=O.O1CCCC1.C([N:22](CC)CC)C.[CH:27]1([C:31](Cl)=[O:32])[CH2:30][CH2:29][CH2:28]1. The catalyst is ClCCl.O. The product is [CH:27]1([C:31]([NH:1][C:2]2[N:10]=[C:9]([C:11]([F:14])([F:13])[F:12])[CH:8]=[CH:7][C:3]=2[C:4]([NH2:22])=[O:6])=[O:32])[CH2:30][CH2:29][CH2:28]1. The yield is 0.280. (2) The reactants are [NH2:1][C@@H:2]([CH:44]([CH3:46])[CH3:45])[C:3]([N:5]1[CH2:9][CH2:8][CH2:7][C@H:6]1[C:10]1[NH:11][C:12]([C:15]2[CH:20]=[CH:19][C:18]([C:21]3[CH:26]=[CH:25][C:24]([C:27]4[NH:31][C:30]([C@@H:32]5[CH2:36][CH2:35][CH2:34][N:33]5[C:37]([O:39][C:40]([CH3:43])([CH3:42])[CH3:41])=[O:38])=[N:29][CH:28]=4)=[CH:23][CH:22]=3)=[CH:17][CH:16]=2)=[CH:13][N:14]=1)=[O:4].Br[C:48]1[N:53]=[CH:52][CH:51]=[CH:50][N:49]=1.CCN(C(C)C)C(C)C. The catalyst is C1(C)C=CC=CC=1.CS(C)=O. The product is [CH3:45][CH:44]([CH3:46])[C@H:2]([NH:1][C:48]1[N:53]=[CH:52][CH:51]=[CH:50][N:49]=1)[C:3]([N:5]1[CH2:9][CH2:8][CH2:7][C@H:6]1[C:10]1[NH:11][C:12]([C:15]2[CH:20]=[CH:19][C:18]([C:21]3[CH:22]=[CH:23][C:24]([C:27]4[NH:31][C:30]([C@@H:32]5[CH2:36][CH2:35][CH2:34][N:33]5[C:37]([O:39][C:40]([CH3:41])([CH3:43])[CH3:42])=[O:38])=[N:29][CH:28]=4)=[CH:25][CH:26]=3)=[CH:17][CH:16]=2)=[CH:13][N:14]=1)=[O:4]. The yield is 0.740. (3) The reactants are [BH4-].[Na+].[CH3:3][C:4]1[CH:9]=[C:8]([C:10]([N:12]2[CH2:21][C:20]3[CH:19]=[N:18][N:17]([CH3:22])[C:16]=3[NH:15][C:14]3[CH:23]=[CH:24][CH:25]=[CH:26][C:13]2=3)=[O:11])[CH:7]=[CH:6][C:5]=1[CH2:27][CH2:28][C:29]([N:31]1[CH2:36][CH2:35][C:34](=[O:37])[CH2:33][CH2:32]1)=[O:30]. The catalyst is CO.C(O)(=O)C. The product is [OH:37][CH:34]1[CH2:33][CH2:32][N:31]([C:29](=[O:30])[CH2:28][CH2:27][C:5]2[CH:6]=[CH:7][C:8]([C:10]([N:12]3[CH2:21][C:20]4[CH:19]=[N:18][N:17]([CH3:22])[C:16]=4[NH:15][C:14]4[CH:23]=[CH:24][CH:25]=[CH:26][C:13]3=4)=[O:11])=[CH:9][C:4]=2[CH3:3])[CH2:36][CH2:35]1. The yield is 0.560. (4) The product is [Cl:29][C:6]1[CH:5]=[C:4]2[C:9]([CH:10]=[CH:11][C:2]([CH3:1])=[N:3]2)=[C:8]([N:12]2[CH2:17][CH2:16][N:15]([CH2:18][CH2:19][C:20]3[CH:25]=[CH:24][CH:23]=[C:22]([N+:26]([O-:28])=[O:27])[CH:21]=3)[CH2:14][CH2:13]2)[CH:7]=1. The reactants are [CH3:1][C:2]1[CH:11]=[CH:10][C:9]2[C:4](=[CH:5][CH:6]=[CH:7][C:8]=2[N:12]2[CH2:17][CH2:16][N:15]([CH2:18][CH2:19][C:20]3[CH:25]=[CH:24][CH:23]=[C:22]([N+:26]([O-:28])=[O:27])[CH:21]=3)[CH2:14][CH2:13]2)[N:3]=1.[Cl:29]C1C=C2C(C=CC(C)=N2)=C(N2CCNCC2)C=1.[N+](C1C=CC(S(OCCC2C=CC=C([N+]([O-])=O)C=2)(=O)=O)=CC=1)([O-])=O. The yield is 0.920. No catalyst specified. (5) The reactants are [CH3:1][C:2]([C:4]1[C:9](=[O:10])[C@@:8]2([CH3:23])[C:11]3[C:16]([O:17][C:7]2=[CH:6][C:5]=1[OH:24])=[C:15]([C:18]([NH2:20])=[O:19])[C:14]([OH:21])=[CH:13][C:12]=3[OH:22])=[O:3].CI.[C:27](=O)([O-])[O-].[K+].[K+]. The catalyst is CN(C)C=O. The product is [C:2]([C:4]1[C:9](=[O:10])[C@@:8]2([CH3:23])[C:11]3[C:12]([OH:22])=[CH:13][C:14]([O:21][CH3:27])=[C:15]([C:18]([NH2:20])=[O:19])[C:16]=3[O:17][C:7]2=[CH:6][C:5]=1[OH:24])(=[O:3])[CH3:1]. The yield is 0.660. (6) The reactants are [C:1]([O:5][C:6]([N:8]1[CH2:13][CH2:12][CH:11]([N:14]([CH:25]2[CH2:30][CH2:29][CH:28]([CH3:31])[CH2:27][CH2:26]2)[C:15]([NH:17][C:18]2[S:19][C:20]([CH:23]=O)=[CH:21][N:22]=2)=[O:16])[CH2:10][CH2:9]1)=[O:7])([CH3:4])([CH3:3])[CH3:2].Cl.[CH3:33][N:34]([CH3:44])[S:35]([N:38]1[CH2:43][CH2:42][NH:41][CH2:40][CH2:39]1)(=[O:37])=[O:36].C(N(CC)CC)C.C(O[BH-](OC(=O)C)OC(=O)C)(=O)C.[Na+]. No catalyst specified. The product is [C:1]([O:5][C:6]([N:8]1[CH2:13][CH2:12][CH:11]([N:14]([CH:25]2[CH2:30][CH2:29][CH:28]([CH3:31])[CH2:27][CH2:26]2)[C:15]([NH:17][C:18]2[S:19][C:20]([CH2:23][N:41]3[CH2:42][CH2:43][N:38]([S:35](=[O:36])(=[O:37])[N:34]([CH3:33])[CH3:44])[CH2:39][CH2:40]3)=[CH:21][N:22]=2)=[O:16])[CH2:10][CH2:9]1)=[O:7])([CH3:2])([CH3:3])[CH3:4]. The yield is 0.390. (7) The reactants are [Cl:1][C:2]1[CH:11]=[CH:10][C:9]([N:12]2[CH2:16][CH2:15][CH:14]([N:17]([CH2:20][CH3:21])[CH2:18][CH3:19])[CH2:13]2)=[CH:8][C:3]=1[C:4](OC)=[O:5].[NH3:22]. The catalyst is CO. The product is [Cl:1][C:2]1[CH:11]=[CH:10][C:9]([N:12]2[CH2:16][CH2:15][CH:14]([N:17]([CH2:20][CH3:21])[CH2:18][CH3:19])[CH2:13]2)=[CH:8][C:3]=1[C:4]([NH2:22])=[O:5]. The yield is 0.736. (8) The reactants are [S:1]1[C:5]2[CH:6]=[CH:7][CH:8]=[CH:9][C:4]=2[N:3]=[C:2]1[NH2:10].[Br:11][C:12]1[CH:13]=[C:14]([CH:18]=[CH:19][CH:20]=1)[C:15](Cl)=[O:16].Br[CH:22]([CH3:28])[C:23]([O:25]CC)=[O:24].COC1C=CC2N=C(N)SC=2C=1.ClC1C=C(C=CC=1)C(Cl)=O.BrCC(OCC)=O. No catalyst specified. The product is [Br:11][C:12]1[CH:13]=[C:14]([CH:18]=[CH:19][CH:20]=1)[C:15]([N:10]=[C:2]1[N:3]([CH:22]([CH3:28])[C:23]([OH:25])=[O:24])[C:4]2[CH:9]=[CH:8][CH:7]=[CH:6][C:5]=2[S:1]1)=[O:16]. The yield is 0.450.